Dataset: Catalyst prediction with 721,799 reactions and 888 catalyst types from USPTO. Task: Predict which catalyst facilitates the given reaction. (1) Reactant: [CH3:1][C:2]1[CH:3]=[C:4]([CH:8]([OH:12])[CH2:9][NH:10][CH3:11])[O:5][C:6]=1[CH3:7].C(N(CC)C(C)C)(C)C.[Cl:22][C:23]1[CH:45]=[CH:44][C:26]([CH2:27][NH:28][C:29]([C:31]2[C:32](=[O:43])[C:33]3[CH:40]=[C:39]([CH2:41]Cl)[S:38][C:34]=3[N:35]([CH3:37])[CH:36]=2)=[O:30])=[CH:25][CH:24]=1.O. Product: [Cl:22][C:23]1[CH:45]=[CH:44][C:26]([CH2:27][NH:28][C:29]([C:31]2[C:32](=[O:43])[C:33]3[CH:40]=[C:39]([CH2:41][N:10]([CH2:9][CH:8]([C:4]4[O:5][C:6]([CH3:7])=[C:2]([CH3:1])[CH:3]=4)[OH:12])[CH3:11])[S:38][C:34]=3[N:35]([CH3:37])[CH:36]=2)=[O:30])=[CH:25][CH:24]=1. The catalyst class is: 3. (2) Reactant: [CH3:1][O:2][C:3]1[CH:8]=[C:7]([N:9]2[CH2:14][CH2:13][CH:12]([N:15]3[CH2:20][CH2:19][N:18]([CH3:21])[CH2:17][CH2:16]3)[CH2:11][CH2:10]2)[CH:6]=[CH:5][C:4]=1[NH2:22].[Br:23][C:24]1[N:32]2[C:27]([CH:28]=[N:29][C:30](S(C)=O)=[N:31]2)=[CH:26][CH:25]=1.C(N(CC)C(C)C)(C)C. Product: [Br:23][C:24]1[N:32]2[C:27]([CH:28]=[N:29][C:30]([NH:22][C:4]3[CH:5]=[CH:6][C:7]([N:9]4[CH2:14][CH2:13][CH:12]([N:15]5[CH2:20][CH2:19][N:18]([CH3:21])[CH2:17][CH2:16]5)[CH2:11][CH2:10]4)=[CH:8][C:3]=3[O:2][CH3:1])=[N:31]2)=[CH:26][CH:25]=1. The catalyst class is: 141. (3) The catalyst class is: 19. Product: [CH2:1]([O:3][C:4](=[O:16])[CH2:5][CH2:6][C:7]1[CH:8]=[CH:9][C:10]([NH2:13])=[CH:11][CH:12]=1)[CH3:2]. Reactant: [CH2:1]([O:3][C:4](=[O:16])[CH:5]=[CH:6][C:7]1[CH:12]=[CH:11][C:10]([N+:13]([O-])=O)=[CH:9][CH:8]=1)[CH3:2].